This data is from Catalyst prediction with 721,799 reactions and 888 catalyst types from USPTO. The task is: Predict which catalyst facilitates the given reaction. (1) Reactant: [Br:1][C:2]1[CH:7]=[C:6]([CH2:8][C:9]2[CH:14]=[CH:13][C:12]([O:15][CH2:16][CH3:17])=[CH:11][CH:10]=2)[C:5]([Cl:18])=[CH:4][C:3]=1[O:19]C.Cl. Product: [Br:1][C:2]1[CH:7]=[C:6]([CH2:8][C:9]2[CH:10]=[CH:11][C:12]([O:15][CH2:16][CH3:17])=[CH:13][CH:14]=2)[C:5]([Cl:18])=[CH:4][C:3]=1[OH:19]. The catalyst class is: 9. (2) Reactant: C([N:3]1[C:11]2[C:6](=[CH:7][C:8]([S:12]([OH:15])(=[O:14])=[O:13])=[CH:9][CH:10]=2)[C:5]([CH2:17][CH2:18][CH2:19][CH2:20][CH2:21][C:22]([OH:24])=[O:23])([CH3:16])[CH:4]1[CH3:25])C.Br.C(O)(=O)C.C(OC(OCC)C=C)C. Product: [CH3:25][C:4]1[C:5]([CH2:17][CH2:18][CH2:19][CH2:20][CH2:21][C:22]([OH:24])=[O:23])([CH3:16])[C:6]2[C:11](=[CH:10][CH:9]=[C:8]([S:12]([OH:15])(=[O:14])=[O:13])[CH:7]=2)[N:3]=1. The catalyst class is: 8. (3) The catalyst class is: 9. Product: [CH3:8][S:9]([N:12]1[CH2:13][CH2:14][CH:15]([NH:18][C:19]([N:21]2[CH:25]=[CH:24][N:23]=[CH:22]2)=[O:20])[CH2:16][CH2:17]1)(=[O:11])=[O:10]. Reactant: FC(F)(F)C(O)=O.[CH3:8][S:9]([N:12]1[CH2:17][CH2:16][CH:15]([NH2:18])[CH2:14][CH2:13]1)(=[O:11])=[O:10].[C:19](N1C=CN=C1)([N:21]1[CH:25]=[CH:24][N:23]=[CH:22]1)=[O:20]. (4) Reactant: [CH2:1]([NH:5][C:6](=[O:14])[NH:7][NH:8][C:9](OCC)=[O:10])[CH2:2][CH2:3][CH3:4]. Product: [CH2:1]([N:5]1[C:6](=[O:14])[NH:7][NH:8][C:9]1=[O:10])[CH2:2][CH2:3][CH3:4]. The catalyst class is: 500. (5) Reactant: C1COCC1.[CH:6]1([C:9](=[O:12])[CH2:10][CH3:11])[CH2:8][CH2:7]1.[C:13]([O:20][CH2:21][CH3:22])(=[O:19])[C:14]([O:16]CC)=O. Product: [CH:6]1([C:9](=[O:12])[CH:10]([CH3:11])[C:14](=[O:16])[C:13]([O:20][CH2:21][CH3:22])=[O:19])[CH2:8][CH2:7]1. The catalyst class is: 27. (6) Reactant: [CH3:1][CH:2]1[CH2:6][CH2:5][CH2:4][N:3]1[C:7]1[N:12]=[C:11]([NH:13][C:14]2[C:15]3[N:16]([CH:28]=[CH:29][N:30]=3)[N:17]=[C:18]([C:20]3[CH:21]=[C:22]([CH2:26][OH:27])[CH:23]=[CH:24][CH:25]=3)[CH:19]=2)[CH:10]=[CH:9][CH:8]=1. Product: [CH3:1][CH:2]1[CH2:6][CH2:5][CH2:4][N:3]1[C:7]1[N:12]=[C:11]([NH:13][C:14]2[C:15]3[N:16]([CH:28]=[CH:29][N:30]=3)[N:17]=[C:18]([C:20]3[CH:21]=[C:22]([CH:23]=[CH:24][CH:25]=3)[CH:26]=[O:27])[CH:19]=2)[CH:10]=[CH:9][CH:8]=1. The catalyst class is: 704.